This data is from Reaction yield outcomes from USPTO patents with 853,638 reactions. The task is: Predict the reaction yield, written as a fraction of the theoretical maximum amount of product (1.0 means a 100% yield; for example, 0.34 means a 34% yield). (1) The reactants are [CH3:1][N:2]1[CH2:7][CH2:6][N:5]([C:8]([O:10][C@@H:11]2[N:20]([C:21]3[CH:22]=[CH:23][C:24]([Cl:27])=[CH:25][N:26]=3)[C:18](=[O:19])[C:13]3[N:14]=[CH:15][CH:16]=[N:17][C:12]2=3)=[O:9])[CH2:4][CH2:3]1.C(OCC)(=O)C.[C:34]([OH:44])(=[O:43])[C@@H:35]([C:37]1[CH:42]=[CH:41][CH:40]=[CH:39][CH:38]=1)[OH:36].CN1CCN(C(OC2N(C3C=CC(Cl)=CN=3)C(=O)C3N=CC=NC2=3)=O)CC1. The catalyst is CCCCCCC. The product is [CH3:1][N:2]1[CH2:7][CH2:6][N:5]([C:8]([O:10][C@@H:11]2[N:20]([C:21]3[CH:22]=[CH:23][C:24]([Cl:27])=[CH:25][N:26]=3)[C:18](=[O:19])[C:13]3[N:14]=[CH:15][CH:16]=[N:17][C:12]2=3)=[O:9])[CH2:4][CH2:3]1.[C:34]([O-:44])(=[O:43])[C@@H:35]([C:37]1[CH:42]=[CH:41][CH:40]=[CH:39][CH:38]=1)[OH:36]. The yield is 0.880. (2) The reactants are [NH2:1][CH2:2][C@H:3]([NH:7][C:8]([O:10][CH2:11][C:12]1[CH:17]=[CH:16][CH:15]=[CH:14][CH:13]=1)=[O:9])[C:4]([OH:6])=[O:5].N#N.[CH3:20][C:21](=[CH2:23])[CH3:22].OS(O)(=O)=O.C([O-])(O)=O.[Na+]. The catalyst is C(OCC)C.O1CCOCC1. The product is [NH2:1][CH2:2][C@H:3]([NH:7][C:8]([O:10][CH2:11][C:12]1[CH:17]=[CH:16][CH:15]=[CH:14][CH:13]=1)=[O:9])[C:4]([O:6][C:21]([CH3:23])([CH3:22])[CH3:20])=[O:5]. The yield is 0.780. (3) The reactants are CN(C=O)C.C(Cl)(=O)C(Cl)=O.[C:12]1([CH2:18][S:19]([N:22]2[CH2:26][CH2:25][CH2:24][C@H:23]2[C:27]([NH2:29])=O)(=[O:21])=[O:20])[CH:17]=[CH:16][CH:15]=[CH:14][CH:13]=1.N1C=CC=CC=1. The catalyst is C(#N)C.O. The product is [C:12]1([CH2:18][S:19]([N:22]2[CH2:26][CH2:25][CH2:24][C@H:23]2[C:27]#[N:29])(=[O:20])=[O:21])[CH:13]=[CH:14][CH:15]=[CH:16][CH:17]=1. The yield is 0.800.